This data is from Full USPTO retrosynthesis dataset with 1.9M reactions from patents (1976-2016). The task is: Predict the reactants needed to synthesize the given product. (1) Given the product [NH2:43][C:16]([CH:26]1[CH2:34][C:33]2[C:28](=[CH:29][CH:30]=[C:31]([CH2:35][CH2:36][CH2:37][CH2:38][CH2:39][CH2:40][CH2:41][CH3:42])[CH:32]=2)[CH2:27]1)([CH2:17][OH:18])[CH2:15][O:14][P:13](=[O:12])([OH:47])[OH:52], predict the reactants needed to synthesize it. The reactants are: FC(F)(F)C(O)=O.C([O:12][P:13](=[O:52])([O:47]C(C)(C)C)[O:14][CH2:15][C:16]([NH:43]C(=O)C)([CH:26]1[CH2:34][C:33]2[C:28](=[CH:29][CH:30]=[C:31]([CH2:35][CH2:36][CH2:37][CH2:38][CH2:39][CH2:40][CH2:41][CH3:42])[CH:32]=2)[CH2:27]1)[CH2:17][O:18][Si](C(C)(C)C)(C)C)(C)(C)C. (2) Given the product [Br:1][C:2]1[C:7]2[N:6]([CH:21]=[N:19][N:20]=2)[CH:5]=[C:4]([C:9]2[S:13][C:12]([NH:14][CH:15]([CH3:17])[CH3:16])=[N:11][CH:10]=2)[CH:3]=1, predict the reactants needed to synthesize it. The reactants are: [Br:1][C:2]1[CH:3]=[C:4]([C:9]2[S:13][C:12]([NH:14][CH:15]([CH3:17])[CH3:16])=[N:11][CH:10]=2)[CH:5]=[N:6][C:7]=1Cl.O.[NH2:19][NH2:20].[CH:21](OC)(OC)OC.C(O)(C(F)(F)F)=O. (3) Given the product [CH3:1][C:2]1[C:6]([C:7]([NH:9][N:10]2[CH2:11][CH2:12][CH2:13][CH2:14][CH2:15]2)=[O:8])=[N:5][N:4]([C:16]2[CH:17]=[CH:18][C:19]([Cl:23])=[CH:20][C:21]=2[Cl:22])[C:3]=1[C:24]1[CH:25]=[CH:26][C:27]([Cl:30])=[CH:28][CH:29]=1.[ClH:31], predict the reactants needed to synthesize it. The reactants are: [CH3:1][C:2]1[C:6]([C:7]([NH:9][N:10]2[CH2:15][CH2:14][CH2:13][CH2:12][CH2:11]2)=[O:8])=[N:5][N:4]([C:16]2[CH:17]=[CH:18][C:19]([Cl:23])=[CH:20][C:21]=2[Cl:22])[C:3]=1[C:24]1[CH:25]=[CH:26][C:27]([Cl:30])=[CH:28][CH:29]=1.[ClH:31]. (4) Given the product [NH2:25][C:26]1[CH:34]=[CH:33][C:29]([C:30]([N:2]([CH3:3])[CH3:1])=[O:31])=[CH:28][C:27]=1[O:35][CH3:36], predict the reactants needed to synthesize it. The reactants are: [CH3:1][N:2](C(ON1N=NC2C=CC=NC1=2)=[N+](C)C)[CH3:3].F[P-](F)(F)(F)(F)F.[NH2:25][C:26]1[CH:34]=[CH:33][C:29]([C:30](O)=[O:31])=[CH:28][C:27]=1[O:35][CH3:36].CCN(C(C)C)C(C)C.CNC. (5) Given the product [NH:31]1[C:39]2[C:34](=[CH:35][CH:36]=[C:37]([NH:40][C:2]3[C:3]4[NH:21][N:20]=[CH:19][C:4]=4[N:5]=[C:6]([C:8]4[CH:9]=[N:10][C:11]([N:14]5[CH2:18][CH2:17][CH2:16][CH2:15]5)=[CH:12][CH:13]=4)[N:7]=3)[CH:38]=2)[CH:33]=[N:32]1, predict the reactants needed to synthesize it. The reactants are: Cl[C:2]1[C:3]2[C:4](=[CH:19][N:20](CC3C=CC(OC)=CC=3)[N:21]=2)[N:5]=[C:6]([C:8]2[CH:9]=[N:10][C:11]([N:14]3[CH2:18][CH2:17][CH2:16][CH2:15]3)=[CH:12][CH:13]=2)[N:7]=1.[NH:31]1[C:39]2[C:34](=[CH:35][CH:36]=[C:37]([NH2:40])[CH:38]=2)[CH:33]=[N:32]1.Cl. (6) Given the product [NH:28]1[CH2:29][CH2:30][C:25](=[C:22]2[C:21]3[CH:38]=[CH:39][CH:40]=[CH:41][C:20]=3[CH:19]=[CH:18][C:17]3[S:16][C:15]([CH2:14][CH2:13][C:11]([O:10][CH2:8][CH3:9])=[O:12])=[CH:24][C:23]2=3)[CH2:26][CH2:27]1, predict the reactants needed to synthesize it. The reactants are: Cl.O1CCOCC1.[CH2:8]([O:10][C:11]([CH2:13][CH2:14][C:15]1[S:16][C:17]2[CH:18]=[CH:19][C:20]3[CH:41]=[CH:40][CH:39]=[CH:38][C:21]=3[C:22](=[C:25]3[CH2:30][CH2:29][N:28](C(OC(C)(C)C)=O)[CH2:27][CH2:26]3)[C:23]=2[CH:24]=1)=[O:12])[CH3:9].